From a dataset of Forward reaction prediction with 1.9M reactions from USPTO patents (1976-2016). Predict the product of the given reaction. (1) Given the reactants C[O:2][C:3](=[O:18])[C:4]1[CH:9]=[C:8]([NH:10][CH2:11][CH2:12][CH2:13][CH:14]=[CH2:15])[CH:7]=[C:6]([O:16][CH3:17])[CH:5]=1.[OH-].[Na+].Cl, predict the reaction product. The product is: [CH3:17][O:16][C:6]1[CH:5]=[C:4]([CH:9]=[C:8]([NH:10][CH2:11][CH2:12][CH2:13][CH:14]=[CH2:15])[CH:7]=1)[C:3]([OH:18])=[O:2]. (2) Given the reactants [Cl:1][C:2]1[CH:24]=[CH:23][C:5]([C:6]([NH:8][C:9]2[S:10][CH:11]=[C:12]([CH2:14][C:15](=[O:22])[N:16]3[CH2:21][CH2:20][NH:19][CH2:18][CH2:17]3)[N:13]=2)=[O:7])=[CH:4][CH:3]=1.[O:25]=[C:26]1[CH2:30][CH2:29][CH2:28][N:27]1[CH2:31][C:32](O)=[O:33], predict the reaction product. The product is: [Cl:1][C:2]1[CH:3]=[CH:4][C:5]([C:6]([NH:8][C:9]2[S:10][CH:11]=[C:12]([CH2:14][C:15](=[O:22])[N:16]3[CH2:17][CH2:18][N:19]([C:32](=[O:33])[CH2:31][N:27]4[CH2:28][CH2:29][CH2:30][C:26]4=[O:25])[CH2:20][CH2:21]3)[N:13]=2)=[O:7])=[CH:23][CH:24]=1. (3) Given the reactants [F:1][C:2]([F:15])([F:14])[C:3]1[N:4]=[CH:5][C:6]2[CH:7]=[CH:8][CH:9]=[C:10]([NH2:13])[C:11]=2[CH:12]=1.[F:16][C:17]([F:29])([F:28])[C:18]1[CH:27]=[CH:26][C:21]([CH2:22][N:23]=[C:24]=[O:25])=[CH:20][CH:19]=1, predict the reaction product. The product is: [F:16][C:17]([F:28])([F:29])[C:18]1[CH:27]=[CH:26][C:21]([CH2:22][NH:23][C:24]([NH:13][C:10]2[CH:9]=[CH:8][CH:7]=[C:6]3[C:11]=2[CH:12]=[C:3]([C:2]([F:1])([F:14])[F:15])[N:4]=[CH:5]3)=[O:25])=[CH:20][CH:19]=1. (4) Given the reactants [OH:1][CH:2]1[CH2:5][N:4]([C:6]([N:8]2[CH2:13][CH:12]([C:14]3[CH:19]=[CH:18][C:17]([C:20]([F:23])([F:22])[F:21])=[CH:16][CH:15]=3)[CH2:11][CH:10]([C:24]([OH:26])=O)[CH2:9]2)=[O:7])[CH2:3]1.O[NH:28][C:29](=[NH:34])[C:30]([CH3:33])([CH3:32])[CH3:31], predict the reaction product. The product is: [C:30]([C:29]1[N:34]=[C:24]([CH:10]2[CH2:11][CH:12]([C:14]3[CH:15]=[CH:16][C:17]([C:20]([F:22])([F:23])[F:21])=[CH:18][CH:19]=3)[CH2:13][N:8]([C:6]([N:4]3[CH2:3][CH:2]([OH:1])[CH2:5]3)=[O:7])[CH2:9]2)[O:26][N:28]=1)([CH3:33])([CH3:32])[CH3:31]. (5) Given the reactants CC(OC(/N=N/C(OC(C)C)=O)=O)C.[Cl:15][C:16]1[CH:17]=[C:18]([CH:32]=[C:33]([O:36][CH:37]2[CH2:42][CH2:41][CH2:40][CH2:39][CH2:38]2)[C:34]=1[OH:35])[C:19]([NH:21][C:22]1[CH:31]=[CH:30][C:25]([C:26]([O:28][CH3:29])=[O:27])=[CH:24][CH:23]=1)=[O:20].[CH:43]1(O)[CH2:48][CH2:47][CH2:46][CH2:45][CH2:44]1.C1(P(C2C=CC=CC=2)C2C=CC=CC=2)C=CC=CC=1, predict the reaction product. The product is: [Cl:15][C:16]1[CH:17]=[C:18]([CH:32]=[C:33]([O:36][CH:37]2[CH2:42][CH2:41][CH2:40][CH2:39][CH2:38]2)[C:34]=1[O:35][CH:43]1[CH2:48][CH2:47][CH2:46][CH2:45][CH2:44]1)[C:19]([NH:21][C:22]1[CH:23]=[CH:24][C:25]([C:26]([O:28][CH3:29])=[O:27])=[CH:30][CH:31]=1)=[O:20]. (6) Given the reactants [F:1][C:2]1[CH:3]=[CH:4][C:5]([C:8]2[N:9]=[CH:10][N:11](C(C3C=CC=CC=3)(C3C=CC=CC=3)C3C=CC=CC=3)[CH:12]=2)=[N:6][CH:7]=1.Cl, predict the reaction product. The product is: [F:1][C:2]1[CH:3]=[CH:4][C:5]([C:8]2[N:9]=[CH:10][NH:11][CH:12]=2)=[N:6][CH:7]=1. (7) Given the reactants [O:1]=[C:2]1[C:10]2[C:5](=[CH:6][CH:7]=[CH:8][CH:9]=2)[C:4](=[O:11])[N:3]1[CH:12]([C:18]1[CH:23]=[CH:22][C:21]([O:24][CH3:25])=[C:20]([O:26][CH2:27][CH3:28])[CH:19]=1)[CH2:13][C:14]([NH:16][OH:17])=[O:15].[C:29](O[C:29](=[O:32])[CH2:30][CH3:31])(=[O:32])[CH2:30][CH3:31], predict the reaction product. The product is: [C:29]([O:17][NH:16][C:14](=[O:15])[CH2:13][CH:12]([N:3]1[C:4](=[O:11])[C:5]2[C:10](=[CH:9][CH:8]=[CH:7][CH:6]=2)[C:2]1=[O:1])[C:18]1[CH:23]=[CH:22][C:21]([O:24][CH3:25])=[C:20]([O:26][CH2:27][CH3:28])[CH:19]=1)(=[O:32])[CH2:30][CH3:31]. (8) Given the reactants Br[C:2]1[CH:7]=[CH:6][C:5]([F:8])=[C:4]([N+:9]([O-:11])=[O:10])[CH:3]=1.[C:12]1(B(O)O)[CH:17]=[CH:16][CH:15]=[CH:14][CH:13]=1.P([O-])([O-])([O-])=O.[K+].[K+].[K+], predict the reaction product. The product is: [F:8][C:5]1[CH:6]=[CH:7][C:2]([C:12]2[CH:17]=[CH:16][CH:15]=[CH:14][CH:13]=2)=[CH:3][C:4]=1[N+:9]([O-:11])=[O:10]. (9) Given the reactants [Cl:1][C:2]1[CH:7]=[C:6]([O:8][C:9]2[C:10]([CH:26]3[CH2:28][CH2:27]3)=[N:11][C:12]([N:17]3[CH2:22][CH2:21][NH:20][C@H:19]([CH:23]4[CH2:25][CH2:24]4)[CH2:18]3)=[C:13]([CH:16]=2)[C:14]#[N:15])[CH:5]=[CH:4][N:3]=1.[OH:29][CH2:30][CH2:31][C:32]([O-])=[O:33].[Na+].CN(C(ON1N=NC2C=CC=NC1=2)=[N+](C)C)C.F[P-](F)(F)(F)(F)F.CCN(C(C)C)C(C)C, predict the reaction product. The product is: [Cl:1][C:2]1[CH:7]=[C:6]([O:8][C:9]2[C:10]([CH:26]3[CH2:27][CH2:28]3)=[N:11][C:12]([N:17]3[CH2:22][CH2:21][N:20]([C:30](=[O:29])[CH2:31][CH2:32][OH:33])[C@H:19]([CH:23]4[CH2:25][CH2:24]4)[CH2:18]3)=[C:13]([CH:16]=2)[C:14]#[N:15])[CH:5]=[CH:4][N:3]=1. (10) The product is: [CH3:1][CH:2]1[CH2:7][CH2:6][N:5]([CH2:8][CH2:9][CH2:10][O:11][C:12]2[C:20]3[N:19]=[C:18]([CH2:21][O:22][C:23]4[CH:24]=[CH:25][C:26]([Cl:29])=[CH:27][CH:28]=4)[N:17]([CH2:30][CH2:31][CH2:32][CH:33]4[CH2:34][CH2:35][NH:36][CH2:37][CH2:38]4)[C:16]=3[CH:15]=[CH:14][CH:13]=2)[CH2:4][CH2:3]1. Given the reactants [CH3:1][CH:2]1[CH2:7][CH2:6][N:5]([CH2:8][CH2:9][CH2:10][O:11][C:12]2[C:20]3[N:19]=[C:18]([CH2:21][O:22][C:23]4[CH:28]=[CH:27][C:26]([Cl:29])=[CH:25][CH:24]=4)[N:17]([CH2:30][CH2:31][CH2:32][CH:33]4[CH2:38][CH2:37][N:36](C(OC(C)(C)C)=O)[CH2:35][CH2:34]4)[C:16]=3[CH:15]=[CH:14][CH:13]=2)[CH2:4][CH2:3]1.FC(F)(F)C(O)=O, predict the reaction product.